From a dataset of Reaction yield outcomes from USPTO patents with 853,638 reactions. Predict the reaction yield, written as a fraction of the theoretical maximum amount of product (1.0 means a 100% yield; for example, 0.34 means a 34% yield). (1) The catalyst is O. The yield is 0.440. The reactants are C[C:2]1[CH:10]=[CH:9][C:5](C([O-])=O)=[C:4]([F:11])[C:3]=1Br.[NH:13]1[C:17](B(O)O)=[CH:16][CH:15]=[N:14]1.[C:21]([O-:24])(O)=[O:22].[Na+].[CH3:26]OCCOC. The product is [F:11][C:4]1[CH:3]=[CH:2][C:10]([C:17]2[NH:13][N:14]=[CH:15][CH:16]=2)=[C:9]([CH:5]=1)[C:21]([O:24][CH3:26])=[O:22]. (2) The reactants are [CH3:1][N:2]1[C:7](=O)[CH2:6][CH2:5][C:4]([N+:15]([O-:17])=[O:16])([C:9]2[CH:14]=[CH:13][N:12]=[CH:11][CH:10]=2)[CH2:3]1.COC1C=CC(P2(SP(C3C=CC(OC)=CC=3)(=S)S2)=[S:27])=CC=1. The catalyst is C1(C)C=CC=CC=1. The product is [CH3:1][N:2]1[C:7](=[S:27])[CH2:6][CH2:5][C:4]([N+:15]([O-:17])=[O:16])([C:9]2[CH:14]=[CH:13][N:12]=[CH:11][CH:10]=2)[CH2:3]1. The yield is 0.790.